From a dataset of Forward reaction prediction with 1.9M reactions from USPTO patents (1976-2016). Predict the product of the given reaction. (1) Given the reactants [OH:1]N1C(=O)CCC1=O.[CH:9]([N:12]=[C:13]=[N:14][CH:15]([CH3:17])[CH3:16])([CH3:11])[CH3:10].N(C(OCC1C2C(=CC=CC=2)C2C1=CC=CC=2)=O)CC(O)=O, predict the reaction product. The product is: [CH:9]([NH:12][C:13]([NH:14][CH:15]([CH3:17])[CH3:16])=[O:1])([CH3:11])[CH3:10]. (2) Given the reactants [C:1]1([C:7]2[CH:12]=[CH:11][C:10](/[CH:13]=[CH:14]/[CH2:15]O)=[CH:9][CH:8]=2)[CH:6]=[CH:5][CH:4]=[CH:3][CH:2]=1.S(Cl)([Cl:19])=O, predict the reaction product. The product is: [Cl:19][CH2:15]/[CH:14]=[CH:13]/[C:10]1[CH:11]=[CH:12][C:7]([C:1]2[CH:6]=[CH:5][CH:4]=[CH:3][CH:2]=2)=[CH:8][CH:9]=1.